Dataset: Full USPTO retrosynthesis dataset with 1.9M reactions from patents (1976-2016). Task: Predict the reactants needed to synthesize the given product. (1) Given the product [CH3:15][O:1][C:2]1[C:10]([O:11][CH3:12])=[CH:9][C:8]([I:13])=[C:7]2[C:3]=1[CH2:4][NH:5][C:6]2=[O:14], predict the reactants needed to synthesize it. The reactants are: [OH:1][C:2]1[C:10]([O:11][CH3:12])=[CH:9][C:8]([I:13])=[C:7]2[C:3]=1[CH2:4][NH:5][C:6]2=[O:14].[C:15](=O)([O-])[O-].[K+].[K+].CI.O. (2) Given the product [F:7][C:8]1[CH:13]=[CH:12][C:11]([N+:14]([O-:16])=[O:15])=[C:10](/[CH:1]=[CH:2]\[CH3:3])[CH:9]=1, predict the reactants needed to synthesize it. The reactants are: [CH:1](/B(O)O)=[CH:2]/[CH3:3].[F:7][C:8]1[CH:13]=[CH:12][C:11]([N+:14]([O-:16])=[O:15])=[C:10](Br)[CH:9]=1.[F-].[Cs+]. (3) Given the product [CH3:15][N:16]([CH2:2][C:3]1([CH3:9])[CH2:7][O:6][C:5](=[O:8])[NH:4]1)[CH3:17], predict the reactants needed to synthesize it. The reactants are: Cl[CH2:2][C:3]1([CH3:9])[CH2:7][O:6][C:5](=[O:8])[NH:4]1.C1COCC1.[CH3:15][NH:16][CH3:17]. (4) Given the product [CH3:8][C@H:6]1[O:7][C@@H:2]([CH3:1])[CH2:3][N:4]([C:9]2[NH:10][CH:11]=[C:12]([C:17]3[CH:22]=[CH:21][N:20]=[C:19]([CH3:23])[CH:18]=3)[C:13](=[O:15])[N:14]=2)[CH2:5]1, predict the reactants needed to synthesize it. The reactants are: [CH3:1][CH:2]1[O:7][CH:6]([CH3:8])[CH2:5][N:4]([C:9]2[N:14]=[C:13]([O:15]C)[C:12]([C:17]3[CH:22]=[CH:21][N:20]=[C:19]([CH3:23])[CH:18]=3)=[CH:11][N:10]=2)[CH2:3]1.C(O)(=O)C.